From a dataset of HIV replication inhibition screening data with 41,000+ compounds from the AIDS Antiviral Screen. Binary Classification. Given a drug SMILES string, predict its activity (active/inactive) in a high-throughput screening assay against a specified biological target. (1) The drug is CN1CCC(c2ccccc2)C(O)C1. The result is 0 (inactive). (2) The molecule is COc1ccc2c(c1)[n+]([O-])c(C(C)=NNC(=O)CC#N)c[n+]2[O-]. The result is 0 (inactive). (3) The compound is CC(=O)Oc1cccc2c1ccc1nonc12. The result is 0 (inactive). (4) The result is 0 (inactive). The compound is NNC(=O)CC(=O)Nc1ccc(Cl)cc1. (5) The molecule is Cc1cc(S(=O)(=O)n2ccnc2Oc2cccc(Cl)c2)c(SSc2cc(Cl)c(C)cc2S(=O)(=O)n2ccnc2Oc2cccc(Cl)c2)cc1Cl. The result is 0 (inactive).